From a dataset of Catalyst prediction with 721,799 reactions and 888 catalyst types from USPTO. Predict which catalyst facilitates the given reaction. (1) Reactant: O[CH:2]1[CH2:7][CH2:6][CH:5]([CH:8]=[O:9])[CH2:4][CH2:3]1.[Br:10]C(Br)(Br)C(Br)(Br)Br.C1(P(C2C=CC=CC=2)C2C=CC=CC=2)C=CC=CC=1. Product: [Br:10][CH:2]1[CH2:7][CH2:6][CH:5]([CH:8]=[O:9])[CH2:4][CH2:3]1. The catalyst class is: 4. (2) Reactant: FC(F)(F)C(O)=O.C(OC(=O)[NH:14][CH:15]([CH:24]1[CH2:29][CH2:28][CH:27]([OH:30])[CH2:26][CH2:25]1)[C:16]1[CH:21]=[CH:20][C:19]([O:22][CH3:23])=[CH:18][CH:17]=1)(C)(C)C.Cl.O. Product: [NH2:14][CH:15]([C:16]1[CH:21]=[CH:20][C:19]([O:22][CH3:23])=[CH:18][CH:17]=1)[CH:24]1[CH2:29][CH2:28][CH:27]([OH:30])[CH2:26][CH2:25]1. The catalyst class is: 545. (3) Reactant: [CH3:1][C@H:2]([CH2:22][CH:23]=[CH2:24])[C:3]([O:5][CH2:6][C@H:7]([NH:14][C:15](=[O:21])[C@@H:16]([CH3:20])[CH2:17]C=C)[C:8]1[CH:13]=[CH:12][CH:11]=[CH:10][N:9]=1)=[O:4]. Product: [CH3:20][C@H:16]1[CH2:17][CH:24]=[CH:23][CH2:22][C@@H:2]([CH3:1])[C:3](=[O:4])[O:5][CH2:6][C@@H:7]([C:8]2[CH:13]=[CH:12][CH:11]=[CH:10][N:9]=2)[NH:14][C:15]1=[O:21]. The catalyst class is: 11. (4) Reactant: [OH:1][C@@H:2]1[CH2:7][CH2:6][CH2:5][CH2:4][C@H:3]1[NH:8][C:9]([C:11]1[C:15]2=[N:16][CH:17]=[CH:18][CH:19]=[C:14]2[NH:13][CH:12]=1)=[O:10].[OH-].[K+].O.Br[CH2:24][C:25]1[CH:30]=[CH:29][C:28]([N:31]2[CH:35]=[CH:34][CH:33]=[N:32]2)=[CH:27][CH:26]=1. Product: [N:31]1([C:28]2[CH:29]=[CH:30][C:25]([CH2:24][N:13]3[C:14]4[C:15](=[N:16][CH:17]=[CH:18][CH:19]=4)[C:11]([C:9]([NH:8][C@@H:3]4[CH2:4][CH2:5][CH2:6][CH2:7][C@H:2]4[OH:1])=[O:10])=[CH:12]3)=[CH:26][CH:27]=2)[CH:35]=[CH:34][CH:33]=[N:32]1. The catalyst class is: 220. (5) Reactant: [OH:1][C:2]1[N:6]([CH3:7])[N:5]=[C:4]([C:8]([F:11])([F:10])[F:9])[CH:3]=1.[C:12](=[O:15])([O-])[O-].[K+].[K+].C=O.S(OC)(O[CH3:24])(=O)=O. Product: [OH:15][CH2:12][C:3]1[C:4]([C:8]([F:11])([F:10])[F:9])=[N:5][N:6]([CH3:7])[C:2]=1[O:1][CH3:24]. The catalyst class is: 384. (6) Reactant: [CH2:1]([Si:3]([CH3:22])([CH3:21])[C:4]1[CH:8]=[C:7]([C:9]([O:11]CC)=[O:10])[N:6]([C:14]2[CH:19]=[CH:18][C:17]([CH3:20])=[CH:16][CH:15]=2)[N:5]=1)[CH3:2].[OH-].[Na+]. The catalyst class is: 8. Product: [CH2:1]([Si:3]([CH3:21])([CH3:22])[C:4]1[CH:8]=[C:7]([C:9]([OH:11])=[O:10])[N:6]([C:14]2[CH:15]=[CH:16][C:17]([CH3:20])=[CH:18][CH:19]=2)[N:5]=1)[CH3:2]. (7) Reactant: C(OC(=O)[NH:7][CH:8]([C:10](=O)[NH:11][C:12]1[CH:13]=[N:14][C:15]([CH:21]2[CH2:23][CH2:22]2)=[CH:16][C:17]=1[NH:18][CH2:19][CH3:20])[CH3:9])(C)(C)C.Cl. Product: [CH:21]1([C:15]2[N:14]=[CH:13][C:12]3[N:11]=[C:10]([CH:8]([NH2:7])[CH3:9])[N:18]([CH2:19][CH3:20])[C:17]=3[CH:16]=2)[CH2:23][CH2:22]1. The catalyst class is: 12. (8) Reactant: [CH3:1][O:2][C:3]1[CH:8]=[C:7]([O:9][CH3:10])[CH:6]=[C:5]([O:11][CH3:12])[C:4]=1[C:13]1[CH:18]=[CH:17][CH:16]=[CH:15][CH:14]=1.[Br:19]N1C(=O)CCC1=O. Product: [Br:19][C:8]1[C:3]([O:2][CH3:1])=[C:4]([C:13]2[CH:18]=[CH:17][CH:16]=[CH:15][CH:14]=2)[C:5]([O:11][CH3:12])=[CH:6][C:7]=1[O:9][CH3:10]. The catalyst class is: 10. (9) Reactant: [CH3:1][O:2][C:3]1[CH:4]=[C:5]([C:15]([NH:17][NH:18]C(OC(C)(C)C)=O)=[O:16])[CH:6]=[CH:7][C:8]=1[C:9]1[O:13][C:12]([CH3:14])=[N:11][CH:10]=1.[ClH:26]. Product: [ClH:26].[CH3:1][O:2][C:3]1[CH:4]=[C:5]([CH:6]=[CH:7][C:8]=1[C:9]1[O:13][C:12]([CH3:14])=[N:11][CH:10]=1)[C:15]([NH:17][NH2:18])=[O:16]. The catalyst class is: 13. (10) Reactant: C(O)(=O)C.S(=O)(=O)(O)O.[CH:10]1[C:18]2[C:17]3[CH:19]=[CH:20][CH:21]=[CH:22][C:16]=3[S:15](=[O:24])(=[O:23])[C:14]=2[CH:13]=[CH:12][CH:11]=1.[N+:25]([O-])([OH:27])=[O:26]. Product: [N+:25]([C:21]1[CH:20]=[CH:19][C:17]2[C:18]3[CH:10]=[CH:11][CH:12]=[CH:13][C:14]=3[S:15](=[O:24])(=[O:23])[C:16]=2[CH:22]=1)([O-:27])=[O:26]. The catalyst class is: 6.